The task is: Regression. Given a peptide amino acid sequence and an MHC pseudo amino acid sequence, predict their binding affinity value. This is MHC class I binding data.. This data is from Peptide-MHC class I binding affinity with 185,985 pairs from IEDB/IMGT. (1) The peptide sequence is VSDFRKEFY. The MHC is HLA-A69:01 with pseudo-sequence HLA-A69:01. The binding affinity (normalized) is 0.0847. (2) The peptide sequence is RQIQVEGLK. The MHC is HLA-A02:02 with pseudo-sequence HLA-A02:02. The binding affinity (normalized) is 0.158. (3) The peptide sequence is RHYSASFKK. The MHC is HLA-B08:01 with pseudo-sequence HLA-B08:01. The binding affinity (normalized) is 0.0847. (4) The peptide sequence is NYRVSWPKF. The MHC is Patr-A0701 with pseudo-sequence Patr-A0701. The binding affinity (normalized) is 0.0515. (5) The peptide sequence is TAELLAACFA. The MHC is Patr-A0101 with pseudo-sequence Patr-A0101. The binding affinity (normalized) is 0.